The task is: Regression. Given two drug SMILES strings and cell line genomic features, predict the synergy score measuring deviation from expected non-interaction effect.. This data is from NCI-60 drug combinations with 297,098 pairs across 59 cell lines. (1) Drug 1: CC12CCC3C(C1CCC2=O)CC(=C)C4=CC(=O)C=CC34C. Drug 2: CN1C2=C(C=C(C=C2)N(CCCl)CCCl)N=C1CCCC(=O)O.Cl. Cell line: HT29. Synergy scores: CSS=14.8, Synergy_ZIP=1.59, Synergy_Bliss=0.878, Synergy_Loewe=-18.7, Synergy_HSA=0.468. (2) Drug 1: CCC1=CC2CC(C3=C(CN(C2)C1)C4=CC=CC=C4N3)(C5=C(C=C6C(=C5)C78CCN9C7C(C=CC9)(C(C(C8N6C)(C(=O)OC)O)OC(=O)C)CC)OC)C(=O)OC.C(C(C(=O)O)O)(C(=O)O)O. Drug 2: C1=NC2=C(N1)C(=S)N=C(N2)N. Cell line: SNB-75. Synergy scores: CSS=28.1, Synergy_ZIP=-11.8, Synergy_Bliss=-3.62, Synergy_Loewe=-1.29, Synergy_HSA=-0.200. (3) Drug 1: CC12CCC3C(C1CCC2O)C(CC4=C3C=CC(=C4)O)CCCCCCCCCS(=O)CCCC(C(F)(F)F)(F)F. Drug 2: C1C(C(OC1N2C=NC(=NC2=O)N)CO)O. Synergy scores: CSS=25.7, Synergy_ZIP=-1.10, Synergy_Bliss=1.56, Synergy_Loewe=-30.5, Synergy_HSA=-2.16. Cell line: SR. (4) Drug 1: CC12CCC3C(C1CCC2O)C(CC4=C3C=CC(=C4)O)CCCCCCCCCS(=O)CCCC(C(F)(F)F)(F)F. Cell line: SNB-75. Synergy scores: CSS=4.67, Synergy_ZIP=4.62, Synergy_Bliss=2.24, Synergy_Loewe=1.92, Synergy_HSA=2.19. Drug 2: C(CCl)NC(=O)N(CCCl)N=O. (5) Drug 1: CC1=CC2C(CCC3(C2CCC3(C(=O)C)OC(=O)C)C)C4(C1=CC(=O)CC4)C. Drug 2: C1CNP(=O)(OC1)N(CCCl)CCCl. Cell line: A498. Synergy scores: CSS=-1.06, Synergy_ZIP=-0.985, Synergy_Bliss=-3.91, Synergy_Loewe=-7.58, Synergy_HSA=-6.65. (6) Drug 1: CC1C(C(CC(O1)OC2CC(OC(C2O)C)OC3=CC4=CC5=C(C(=O)C(C(C5)C(C(=O)C(C(C)O)O)OC)OC6CC(C(C(O6)C)O)OC7CC(C(C(O7)C)O)OC8CC(C(C(O8)C)O)(C)O)C(=C4C(=C3C)O)O)O)O. Drug 2: CS(=O)(=O)OCCCCOS(=O)(=O)C. Cell line: SF-295. Synergy scores: CSS=6.38, Synergy_ZIP=-1.95, Synergy_Bliss=-4.47, Synergy_Loewe=-56.9, Synergy_HSA=-5.07. (7) Synergy scores: CSS=47.0, Synergy_ZIP=-8.45, Synergy_Bliss=-12.4, Synergy_Loewe=-7.81, Synergy_HSA=-7.56. Drug 1: C1=C(C(=O)NC(=O)N1)F. Cell line: SK-MEL-5. Drug 2: C1=CC=C(C=C1)NC(=O)CCCCCCC(=O)NO.